From a dataset of Experimentally validated miRNA-target interactions with 360,000+ pairs, plus equal number of negative samples. Binary Classification. Given a miRNA mature sequence and a target amino acid sequence, predict their likelihood of interaction. (1) The miRNA is hsa-miR-4479 with sequence CGCGCGGCCGUGCUCGGAGCAG. The protein sequence of the target gene is MSLWVDKYRPCSLGRLDYHKEQAAQLRNLVQCGDFPHLLVYGPSGAGKKTRIMCILRELYGVGVEKLRIEHQTITTPSKKKIEISTIASNYHLEVNPSDAGNSDRVVIQEMLKTVAQSQQLETNSQRDFKVVLLTEVDKLTKDAQHALRRTMEKYMSTCRLILCCNSTSKVIPPIRSRCLAVRVPAPSIEDICHVLSTVCKKEGLNLPSQLAHRLAEKSCRNLRKALLMCEACRVQQYPFTADQEIPETDWEVYLRETANAIVSQQTPQRLLEVRGRLYELLTHCIPPEIIMKGLLSELL.... Result: 0 (no interaction). (2) The miRNA is hsa-miR-502-3p with sequence AAUGCACCUGGGCAAGGAUUCA. The protein sequence of the target gene is MRFRFCGDLDCPDWVLAEISTLAKMSSVKLRLLCSQVLKELLGQGIDYEKILKLTADAKFESGDVKATVAVLSFILSSAAKHSVDGESLSSELQQLGLPKEHAASLCRCYEEKQSPLQKHLRVCSLRMNRLAGVGWRVDYTLSSSLLQSVEEPMVHLRLEVAAAPGTPAQPVAMSLSADKFQVLLAELKQAQTLMSSLG. Result: 1 (interaction). (3) The miRNA is hsa-miR-548aj-3p with sequence UAAAAACUGCAAUUACUUUUA. Result: 1 (interaction). The protein sequence of the target gene is MAAAGGARLLRAASAVLGGPAGRWLHHAGSRAGSSGLLRNRGPGGSAEASRSLSVSARARSSSEDKITVHFINRDGETLTTKGKVGDSLLDVVVENNLDIDGFGACEGTLACSTCHLIFEDHIYEKLDAITDEENDMLDLAYGLTDRSRLGCQICLTKSMDNMTVRVPETVADARQSIDVGKTS. (4) The miRNA is hsa-miR-5704 with sequence UUAGGCCAUCAUCCCAUUAUGC. The protein sequence of the target gene is MRSPGGILLQALPRLLQHAALPGLAELPARWALPRGAGGDGPADRLPRGGGASAAAAAAAASGALLGAYLERHGPPEASELPEPGGALAGGPGSGGGGVVVGVAEVRNWRCCCLGSTCWCRSLVLVCVLAALCFASLALVRRYLHHLLLWVESLDSLLGVLLFVVGFIVVSFPCGWGYIVLNVAAGYLYGFVLGMGLMMVGVLIGTFIAHVVCKRLLTAWVAARIQSSEKLSAVIRVVEGGSGLKVVALARLTPIPFGLQNAVFSITDLSLPNYLMASSVGLLPTQLLNSYLGTTLRTME.... Result: 1 (interaction).